From a dataset of NCI-60 drug combinations with 297,098 pairs across 59 cell lines. Regression. Given two drug SMILES strings and cell line genomic features, predict the synergy score measuring deviation from expected non-interaction effect. (1) Drug 1: C1CCC(CC1)NC(=O)N(CCCl)N=O. Drug 2: C1=CN(C=N1)CC(O)(P(=O)(O)O)P(=O)(O)O. Cell line: LOX IMVI. Synergy scores: CSS=6.76, Synergy_ZIP=-11.6, Synergy_Bliss=-18.6, Synergy_Loewe=-18.7, Synergy_HSA=-16.8. (2) Drug 1: CC1=C2C(C(=O)C3(C(CC4C(C3C(C(C2(C)C)(CC1OC(=O)C(C(C5=CC=CC=C5)NC(=O)C6=CC=CC=C6)O)O)OC(=O)C7=CC=CC=C7)(CO4)OC(=O)C)O)C)OC(=O)C. Drug 2: C1=NC2=C(N1)C(=S)N=CN2. Cell line: T-47D. Synergy scores: CSS=17.2, Synergy_ZIP=-12.0, Synergy_Bliss=-0.539, Synergy_Loewe=-14.9, Synergy_HSA=-2.25. (3) Cell line: UO-31. Drug 2: COCCOC1=C(C=C2C(=C1)C(=NC=N2)NC3=CC=CC(=C3)C#C)OCCOC.Cl. Synergy scores: CSS=9.31, Synergy_ZIP=0.0622, Synergy_Bliss=4.93, Synergy_Loewe=-1.27, Synergy_HSA=-0.920. Drug 1: CCC1(CC2CC(C3=C(CCN(C2)C1)C4=CC=CC=C4N3)(C5=C(C=C6C(=C5)C78CCN9C7C(C=CC9)(C(C(C8N6C=O)(C(=O)OC)O)OC(=O)C)CC)OC)C(=O)OC)O.OS(=O)(=O)O. (4) Drug 1: C1=CC=C(C=C1)NC(=O)CCCCCCC(=O)NO. Drug 2: C1=NC2=C(N1)C(=S)N=CN2. Cell line: EKVX. Synergy scores: CSS=6.63, Synergy_ZIP=-0.710, Synergy_Bliss=3.14, Synergy_Loewe=1.65, Synergy_HSA=1.78. (5) Drug 1: CC1=C(C=C(C=C1)NC2=NC=CC(=N2)N(C)C3=CC4=NN(C(=C4C=C3)C)C)S(=O)(=O)N.Cl. Drug 2: C1=NC2=C(N=C(N=C2N1C3C(C(C(O3)CO)O)F)Cl)N. Cell line: HCT116. Synergy scores: CSS=29.7, Synergy_ZIP=-4.01, Synergy_Bliss=-6.21, Synergy_Loewe=-33.4, Synergy_HSA=-6.75. (6) Cell line: M14. Synergy scores: CSS=54.0, Synergy_ZIP=0.0400, Synergy_Bliss=0.158, Synergy_Loewe=-7.72, Synergy_HSA=3.77. Drug 2: N.N.Cl[Pt+2]Cl. Drug 1: C1=CN(C(=O)N=C1N)C2C(C(C(O2)CO)O)O.Cl. (7) Drug 1: CN(C)C1=NC(=NC(=N1)N(C)C)N(C)C. Drug 2: CC=C1C(=O)NC(C(=O)OC2CC(=O)NC(C(=O)NC(CSSCCC=C2)C(=O)N1)C(C)C)C(C)C. Cell line: RPMI-8226. Synergy scores: CSS=63.9, Synergy_ZIP=0.409, Synergy_Bliss=-6.82, Synergy_Loewe=-72.6, Synergy_HSA=-12.6. (8) Drug 1: C1=C(C(=O)NC(=O)N1)N(CCCl)CCCl. Drug 2: C1=NC2=C(N=C(N=C2N1C3C(C(C(O3)CO)O)F)Cl)N. Cell line: SW-620. Synergy scores: CSS=26.0, Synergy_ZIP=-10.6, Synergy_Bliss=-7.49, Synergy_Loewe=-18.5, Synergy_HSA=-5.24.